Task: Predict the reaction yield, written as a fraction of the theoretical maximum amount of product (1.0 means a 100% yield; for example, 0.34 means a 34% yield).. Dataset: Reaction yield outcomes from USPTO patents with 853,638 reactions (1) The reactants are [CH3:1][C:2]1[N:25]([CH3:26])[C:5]2[CH:6]=[C:7]([C:22](O)=[O:23])[C:8]3[CH2:9][CH2:10][C:11]4([NH:20][C:21]=3[C:4]=2[N:3]=1)[CH2:19][C:18]1[C:13](=[CH:14][CH:15]=[CH:16][CH:17]=1)[CH2:12]4.[CH3:27][O:28][CH2:29][CH2:30][CH2:31][NH2:32]. The catalyst is O1CCCC1. The product is [CH3:27][O:28][CH2:29][CH2:30][CH2:31][NH:32][C:22]([C:7]1[C:8]2[CH2:9][CH2:10][C:11]3([NH:20][C:21]=2[C:4]2[N:3]=[C:2]([CH3:1])[N:25]([CH3:26])[C:5]=2[CH:6]=1)[CH2:19][C:18]1[C:13](=[CH:14][CH:15]=[CH:16][CH:17]=1)[CH2:12]3)=[O:23]. The yield is 0.350. (2) The reactants are [N+:1]([C:4]1[CH:9]=[CH:8][C:7]([CH2:10][CH2:11][CH2:12][CH2:13][OH:14])=[CH:6][CH:5]=1)([O-:3])=[O:2].S([O-])(O)(=O)=O.[Br:20][CH2:21][CH2:22][CH2:23][CH2:24][CH2:25][CH2:26]Br.[OH-].[Na+]. The catalyst is ClCCl. The product is [Br:20][CH2:21][CH2:22][CH2:23][CH2:24][CH2:25][CH2:26][O:14][CH2:13][CH2:12][CH2:11][CH2:10][C:7]1[CH:6]=[CH:5][C:4]([N+:1]([O-:3])=[O:2])=[CH:9][CH:8]=1. The yield is 0.200. (3) The reactants are [N+:1]([C:4]1[CH:5]=[C:6]([C:14]([O-:16])=O)[CH:7]=[C:8]([CH:13]=1)[C:9]([O:11][CH3:12])=[O:10])([O-:3])=[O:2].[CH:17]1([NH2:20])[CH2:19][CH2:18]1. No catalyst specified. The product is [CH:17]1([NH:20][C:14](=[O:16])[C:6]2[CH:5]=[C:4]([N+:1]([O-:3])=[O:2])[CH:13]=[C:8]([C:9]([O:11][CH3:12])=[O:10])[CH:7]=2)[CH2:19][CH2:18]1. The yield is 0.470. (4) The reactants are [Cl-].O[NH3+:3].[C:4](=[O:7])([O-])[OH:5].[Na+].CS(C)=O.[CH2:13]([C:15]1[N:16]([C:40]2[CH:45]=[CH:44][C:43]([O:46][CH2:47][CH3:48])=[CH:42][CH:41]=2)[C:17](=[O:39])[C:18]([CH2:24][C:25]2[CH:30]=[CH:29][C:28]([C:31]3[C:32]([C:37]#[N:38])=[CH:33][CH:34]=[CH:35][CH:36]=3)=[CH:27][CH:26]=2)=[C:19]([CH2:21][CH2:22][CH3:23])[N:20]=1)[CH3:14]. The catalyst is C(OCC)(=O)C. The product is [CH2:13]([C:15]1[N:16]([C:40]2[CH:45]=[CH:44][C:43]([O:46][CH2:47][CH3:48])=[CH:42][CH:41]=2)[C:17](=[O:39])[C:18]([CH2:24][C:25]2[CH:30]=[CH:29][C:28]([C:31]3[CH:36]=[CH:35][CH:34]=[CH:33][C:32]=3[C:37]3[NH:3][C:4](=[O:7])[O:5][N:38]=3)=[CH:27][CH:26]=2)=[C:19]([CH2:21][CH2:22][CH3:23])[N:20]=1)[CH3:14]. The yield is 0.460.